Predict the product of the given reaction. From a dataset of Forward reaction prediction with 1.9M reactions from USPTO patents (1976-2016). Given the reactants C(=O)([O-])[O-].[K+].[K+].[CH3:7][N:8]1[CH:13]2[CH2:14][CH2:15][CH:9]1[CH2:10][CH:11]([NH2:16])[CH2:12]2.[C:17]([C:19]1[N:24]=[CH:23][C:22]([C:25]2[C:37]3[C:36]4[C:31](=[CH:32][CH:33]=[CH:34][CH:35]=4)[N:30]([C:38]4[CH:50]=[CH:49][C:41]([C:42]([O:44][C:45]([CH3:48])([CH3:47])[CH3:46])=[O:43])=[C:40](F)[CH:39]=4)[C:29]=3[CH:28]=[CH:27][CH:26]=2)=[CH:21][CH:20]=1)#[N:18], predict the reaction product. The product is: [C:17]([C:19]1[N:24]=[CH:23][C:22]([C:25]2[C:37]3[C:36]4[C:31](=[CH:32][CH:33]=[CH:34][CH:35]=4)[N:30]([C:38]4[CH:39]=[CH:40][C:41]([C:42]([O:44][C:45]([CH3:46])([CH3:47])[CH3:48])=[O:43])=[C:49]([NH:16][CH:11]5[CH2:10][CH:9]6[N:8]([CH3:7])[CH:13]([CH2:14][CH2:15]6)[CH2:12]5)[CH:50]=4)[C:29]=3[CH:28]=[CH:27][CH:26]=2)=[CH:21][CH:20]=1)#[N:18].